From a dataset of Forward reaction prediction with 1.9M reactions from USPTO patents (1976-2016). Predict the product of the given reaction. (1) Given the reactants B(Br)(Br)Br.Br.[NH2:6][C:7]1[C:16]2[N:17]=[C:18]([CH2:25][CH2:26][O:27]C)[N:19]([CH2:20][C:21]([CH3:24])([OH:23])[CH3:22])[C:15]=2[C:14]2[N:13]=[CH:12][CH:11]=[CH:10][C:9]=2[N:8]=1.Cl.[OH-].[Na+], predict the reaction product. The product is: [NH2:6][C:7]1[C:16]2[N:17]=[C:18]([CH2:25][CH2:26][OH:27])[N:19]([CH2:20][C:21]([CH3:22])([OH:23])[CH3:24])[C:15]=2[C:14]2[N:13]=[CH:12][CH:11]=[CH:10][C:9]=2[N:8]=1. (2) Given the reactants [Cl:1][C:2]1[CH:7]=[CH:6][C:5]([C@@H:8]2[CH2:12][C:11](=[O:13])[CH2:10][C@H:9]2[C:14]([OH:16])=O)=[CH:4][CH:3]=1.Cl.CN(C)CCCN=C=NCC.O[N:30]1[C:34]2[CH:35]=[CH:36][CH:37]=[CH:38][C:33]=2N=N1.CN1CCOCC1.[Cl-].[CH:47]1([C:53]2([CH2:59][N:60]3[C:64]([CH3:66])([CH3:65])[CH2:63][O:62][C:61]3=[O:67])CC[NH2+][CH2:55][CH2:54]2)CCCC[CH2:48]1, predict the reaction product. The product is: [Cl:1][C:2]1[CH:3]=[CH:4][C:5]([C@@H:8]2[CH2:12][C:11](=[O:13])[CH2:10][C@H:9]2[C:14]([C:34]2([N:30]3[CH2:55][CH2:54][CH:53]([CH2:59][N:60]4[C:64]([CH3:65])([CH3:66])[CH2:63][O:62][C:61]4=[O:67])[CH2:47][CH2:48]3)[CH2:33][CH2:38][CH2:37][CH2:36][CH2:35]2)=[O:16])=[CH:6][CH:7]=1. (3) The product is: [C:1]([O:5][C:6]([N:8]1[CH2:13][CH2:12][CH:11]([O:14][C:16]2[CH:21]=[CH:20][CH:19]=[CH:18][N:17]=2)[CH2:10][CH2:9]1)=[O:7])([CH3:4])([CH3:2])[CH3:3]. Given the reactants [C:1]([O:5][C:6]([N:8]1[CH2:13][CH2:12][CH:11]([OH:14])[CH2:10][CH2:9]1)=[O:7])([CH3:4])([CH3:3])[CH3:2].F[C:16]1[CH:21]=[CH:20][CH:19]=[CH:18][N:17]=1.[H-].[Na+], predict the reaction product. (4) Given the reactants [NH2:1][CH2:2][CH:3]([CH3:23])[C:4]([NH:6][CH2:7][C:8]1[CH:9]=[CH:10][C:11]2[N:12]([CH2:21][CH3:22])[C:13]3[C:18]([C:19]=2[CH:20]=1)=[CH:17][CH:16]=[CH:15][CH:14]=3)=[O:5].[C:24]([C:26]1[CH:34]=[CH:33][C:29]([C:30](O)=[O:31])=[CH:28][CH:27]=1)#[N:25], predict the reaction product. The product is: [C:24]([C:26]1[CH:34]=[CH:33][C:29]([C:30]([NH:1][CH2:2][CH:3]([CH3:23])[C:4]([NH:6][CH2:7][C:8]2[CH:9]=[CH:10][C:11]3[N:12]([CH2:21][CH3:22])[C:13]4[C:18]([C:19]=3[CH:20]=2)=[CH:17][CH:16]=[CH:15][CH:14]=4)=[O:5])=[O:31])=[CH:28][CH:27]=1)#[N:25]. (5) Given the reactants ClC1C(C2(F)CNC2)=CC(C#N)=CC=1NC1N=C(N(C2CC2)[CH2:23][C:24]2[CH:29]=[CH:28][C:27]([O:30][CH3:31])=[CH:26][CH:25]=2)C2=NC=C(C#N)N2N=1.NC1C(Cl)=C(C2(F)CN([C:53]([O:55][C:56]([CH3:59])([CH3:58])[CH3:57])=[O:54])C2)C=C(C#N)C=1.ClC1N=C(N(C2CC2)CC2C=CC(OC)=CC=2)C2=NC=C(C#N)N2N=1.C([O-])([O-])=O.[Cs+].[Cs+], predict the reaction product. The product is: [C:53]([CH2:23][C:24]1[CH:25]=[CH:26][C:27]([O:30][CH3:31])=[CH:28][CH:29]=1)([O:55][C:56]([CH3:59])([CH3:58])[CH3:57])=[O:54]. (6) Given the reactants [BH4-].[Na+].[S:3]1[CH:7]=[CH:6][C:5]2[C:8]([C:12]3[N:13]4[CH2:21][CH2:20][N:19]=[C:14]4[S:15][C:16]=3[CH:17]=[O:18])=[CH:9][CH:10]=[CH:11][C:4]1=2, predict the reaction product. The product is: [S:3]1[CH:7]=[CH:6][C:5]2[C:8]([C:12]3[N:13]4[CH2:21][CH2:20][N:19]=[C:14]4[S:15][C:16]=3[CH2:17][OH:18])=[CH:9][CH:10]=[CH:11][C:4]1=2. (7) Given the reactants [OH-:1].[K+].[F:3][C:4]([F:17])([F:16])[CH2:5][O:6][CH2:7][C:8]1[CH:9]=[CH:10][C:11]([C:14]#N)=[N:12][CH:13]=1.Cl.[OH2:19], predict the reaction product. The product is: [F:3][C:4]([F:17])([F:16])[CH2:5][O:6][CH2:7][C:8]1[CH:9]=[CH:10][C:11]([C:14]([OH:19])=[O:1])=[N:12][CH:13]=1. (8) Given the reactants Br[C:2]1[C:9]([C:10]#[N:11])=[C:8]([O:12][CH:13]([CH3:15])[CH3:14])[C:7]([O:16][CH:17]([CH3:19])[CH3:18])=[CH:6][C:3]=1[C:4]#[N:5].[CH3:20][C:21]1[CH:26]=[C:25]([CH3:27])[CH:24]=[CH:23][C:22]=1[SH:28], predict the reaction product. The product is: [CH3:20][C:21]1[CH:26]=[C:25]([CH3:27])[CH:24]=[CH:23][C:22]=1[S:28][C:2]1[C:9]([C:10]#[N:11])=[C:8]([O:12][CH:13]([CH3:15])[CH3:14])[C:7]([O:16][CH:17]([CH3:19])[CH3:18])=[CH:6][C:3]=1[C:4]#[N:5].